Task: Predict the product of the given reaction.. Dataset: Forward reaction prediction with 1.9M reactions from USPTO patents (1976-2016) (1) Given the reactants [Cl:1][C:2]1[CH:7]=[CH:6][CH:5]=[CH:4][C:3]=1[C:8]1[N:9]([CH3:21])[C:10]([C:13]([CH3:20])([CH3:19])[C:14](OCC)=[O:15])=[N:11][N:12]=1.[H-].C([Al+]CC(C)C)C(C)C, predict the reaction product. The product is: [Cl:1][C:2]1[CH:7]=[CH:6][CH:5]=[CH:4][C:3]=1[C:8]1[N:9]([CH3:21])[C:10]([C:13]([CH3:19])([CH3:20])[CH:14]=[O:15])=[N:11][N:12]=1. (2) Given the reactants [Cl:1][C:2]1[N:3]=[C:4]([N:13]2[CH2:18][CH2:17][O:16][CH2:15][CH2:14]2)[C:5]2[N:10]=[C:9]([CH:11]=O)[S:8][C:6]=2[N:7]=1.[N:19]1([CH:23]2[CH2:28][CH2:27][NH:26][CH2:25][CH2:24]2)[CH2:22][CH2:21][CH2:20]1.C(O[BH-](OC(=O)C)OC(=O)C)(=O)C.[Na+], predict the reaction product. The product is: [N:19]1([CH:23]2[CH2:28][CH2:27][N:26]([CH2:11][C:9]3[S:8][C:6]4[N:7]=[C:2]([Cl:1])[N:3]=[C:4]([N:13]5[CH2:18][CH2:17][O:16][CH2:15][CH2:14]5)[C:5]=4[N:10]=3)[CH2:25][CH2:24]2)[CH2:22][CH2:21][CH2:20]1. (3) Given the reactants C(OC([N:8]1[CH2:12][CH2:11][CH2:10][C@H:9]1[C:13]1[NH:17][C:16]2[CH:18]=[CH:19][C:20]([I:22])=[CH:21][C:15]=2[N:14]=1)=O)(C)(C)C.[C:23]([OH:29])([C:25]([F:28])([F:27])[F:26])=[O:24], predict the reaction product. The product is: [OH:29][C:23]([C:25]([F:28])([F:27])[F:26])=[O:24].[I:22][C:20]1[CH:19]=[CH:18][C:16]2[NH:17][C:13]([C@@H:9]3[CH2:10][CH2:11][CH2:12][NH:8]3)=[N:14][C:15]=2[CH:21]=1. (4) The product is: [CH3:11][C:9]1[NH:8][C:5]2=[N:6][CH:7]=[C:2]([C:18]([O:20][CH2:21][CH3:22])=[O:19])[CH:3]=[C:4]2[CH:10]=1. Given the reactants Br[C:2]1[CH:3]=[C:4]2[CH:10]=[C:9]([CH3:11])[NH:8][C:5]2=[N:6][CH:7]=1.C([Li])CCC.Cl[C:18]([O:20][CH2:21][CH3:22])=[O:19], predict the reaction product. (5) Given the reactants [CH3:1][N:2]([CH2:4][C:5]1[C:13]2[O:12][N:11]=[C:10]([CH2:14][CH2:15][CH:16]3[CH2:21][CH2:20][NH:19][CH2:18][CH2:17]3)[C:9]=2[CH:8]=[CH:7][C:6]=1[O:22][CH2:23][C:24]1[CH:25]=[C:26]([CH:29]=[CH:30][CH:31]=1)[C:27]#[N:28])[CH3:3].Br[CH2:33][CH:34]1[O:38][CH2:37][CH2:36][O:35]1.C(N(CC)C(C)C)(C)C.[I-].[Na+].C(=O)(O)[O-].[Na+], predict the reaction product. The product is: [CH3:1][N:2]([CH2:4][C:5]1[C:13]2[O:12][N:11]=[C:10]([CH2:14][CH2:15][CH:16]3[CH2:21][CH2:20][N:19]([CH2:33][CH:34]4[O:38][CH2:37][CH2:36][O:35]4)[CH2:18][CH2:17]3)[C:9]=2[CH:8]=[CH:7][C:6]=1[O:22][CH2:23][C:24]1[CH:25]=[C:26]([CH:29]=[CH:30][CH:31]=1)[C:27]#[N:28])[CH3:3].